Dataset: Full USPTO retrosynthesis dataset with 1.9M reactions from patents (1976-2016). Task: Predict the reactants needed to synthesize the given product. (1) Given the product [S:30]1[CH:31]=[CH:32][N:33]=[C:29]1[NH:28][C:10]([C@@H:9]1[CH2:13][CH2:14][CH2:15][N:8]1[C:6]([O:5][C:1]([CH3:2])([CH3:3])[CH3:4])=[O:7])=[O:12], predict the reactants needed to synthesize it. The reactants are: [C:1]([O:5][C:6]([N:8]1[CH2:15][CH2:14][CH2:13][C@H:9]1[C:10]([OH:12])=O)=[O:7])([CH3:4])([CH3:3])[CH3:2].C(N1C=CN=C1)(N1C=CN=C1)=O.[NH2:28][C:29]1[S:30][CH:31]=[CH:32][N:33]=1.O. (2) Given the product [C:17]1([N:23]2[CH2:24][CH2:25][CH:26]([NH:29][C:7](=[O:15])[O:8][C:9]3[CH:14]=[CH:13][CH:12]=[CH:11][CH:10]=3)[CH2:27][CH2:28]2)[CH:22]=[CH:21][CH:20]=[CH:19][CH:18]=1, predict the reactants needed to synthesize it. The reactants are: N1C=CC=CC=1.[C:7](Cl)(=[O:15])[O:8][C:9]1[CH:14]=[CH:13][CH:12]=[CH:11][CH:10]=1.[C:17]1([N:23]2[CH2:28][CH2:27][CH:26]([NH2:29])[CH2:25][CH2:24]2)[CH:22]=[CH:21][CH:20]=[CH:19][CH:18]=1.C(=O)(O)[O-].[Na+]. (3) Given the product [F:33][C:32]([F:35])([F:34])[C:31]1[NH:30][C:7]2[C:8]([CH:10]=1)=[CH:9][C:4]([C:2]#[N:3])=[CH:5][CH:6]=2, predict the reactants needed to synthesize it. The reactants are: [Cl-].[C:2]([C:4]1[CH:5]=[CH:6][C:7]([NH:30][C:31](=O)[C:32]([F:35])([F:34])[F:33])=[C:8]([CH2:10][P+](C2C=CC=CC=2)(C2C=CC=CC=2)C2C=CC=CC=2)[CH:9]=1)#[N:3].